This data is from Peptide-MHC class I binding affinity with 185,985 pairs from IEDB/IMGT. The task is: Regression. Given a peptide amino acid sequence and an MHC pseudo amino acid sequence, predict their binding affinity value. This is MHC class I binding data. (1) The peptide sequence is AWLLNILTIAV. The MHC is HLA-A02:03 with pseudo-sequence HLA-A02:03. The binding affinity (normalized) is 0.521. (2) The peptide sequence is EEIDWIKTD. The MHC is HLA-A69:01 with pseudo-sequence HLA-A69:01. The binding affinity (normalized) is 0.0847. (3) The peptide sequence is FATAGIFAL. The MHC is HLA-A24:02 with pseudo-sequence HLA-A24:02. The binding affinity (normalized) is 0. (4) The peptide sequence is DDPSRGRLGL. The MHC is H-2-Dd with pseudo-sequence H-2-Dd. The binding affinity (normalized) is 0.0278. (5) The peptide sequence is ETDQMDTIY. The MHC is HLA-B51:01 with pseudo-sequence HLA-B51:01. The binding affinity (normalized) is 0.213. (6) The peptide sequence is TPYDINQML. The binding affinity (normalized) is 0. The MHC is HLA-B57:01 with pseudo-sequence HLA-B57:01.